From a dataset of Reaction yield outcomes from USPTO patents with 853,638 reactions. Predict the reaction yield, written as a fraction of the theoretical maximum amount of product (1.0 means a 100% yield; for example, 0.34 means a 34% yield). The reactants are [Cl:1][C:2]1[CH:7]=[CH:6][CH:5]=[CH:4][C:3]=1[N:8]1[C:12]([OH:13])=[CH:11][C:10]([CH2:14][C:15]([O:17][CH3:18])=[O:16])=[N:9]1.C(O)(=O)C.[CH2:23]([O:25][C:26](OCC)(OCC)[CH3:27])[CH3:24]. No catalyst specified. The product is [Cl:1][C:2]1[CH:7]=[CH:6][CH:5]=[CH:4][C:3]=1[N:8]1[C:12](=[O:13])/[C:11](=[C:23](/[O:25][CH2:26][CH3:27])\[CH3:24])/[C:10]([CH2:14][C:15]([O:17][CH3:18])=[O:16])=[N:9]1. The yield is 1.00.